Regression. Given two drug SMILES strings and cell line genomic features, predict the synergy score measuring deviation from expected non-interaction effect. From a dataset of NCI-60 drug combinations with 297,098 pairs across 59 cell lines. Drug 1: CC(C1=C(C=CC(=C1Cl)F)Cl)OC2=C(N=CC(=C2)C3=CN(N=C3)C4CCNCC4)N. Drug 2: CC1CCC2CC(C(=CC=CC=CC(CC(C(=O)C(C(C(=CC(C(=O)CC(OC(=O)C3CCCCN3C(=O)C(=O)C1(O2)O)C(C)CC4CCC(C(C4)OC)OCCO)C)C)O)OC)C)C)C)OC. Cell line: HS 578T. Synergy scores: CSS=13.5, Synergy_ZIP=-0.479, Synergy_Bliss=3.11, Synergy_Loewe=-13.2, Synergy_HSA=-1.37.